Dataset: Catalyst prediction with 721,799 reactions and 888 catalyst types from USPTO. Task: Predict which catalyst facilitates the given reaction. (1) Reactant: [Br:1][C:2]1[CH:3]=[C:4]([SH:8])[CH:5]=[CH:6][CH:7]=1.Br[CH2:10][C:11]([O:13][CH3:14])=[O:12].C(=O)([O-])[O-].[K+].[K+].[NH4+].[Cl-]. Product: [CH3:14][O:13][C:11](=[O:12])[CH2:10][S:8][C:4]1[CH:5]=[CH:6][CH:7]=[C:2]([Br:1])[CH:3]=1. The catalyst class is: 27. (2) Reactant: FC1C=C(C=CC=1)CN1C2C(=CC=CC=2CCC2C=CC(C(O)=O)=CC=2)CC1.[CH3:29][O:30][C:31]1[CH:32]=[C:33]([CH:57]=[C:58]([O:60][CH3:61])[CH:59]=1)[CH2:34][N:35]1[C:44]2[C:39](=[CH:40][CH:41]=[CH:42][C:43]=2[CH2:45][CH2:46][C:47]2[CH:56]=[CH:55][C:50]([C:51]([O:53]C)=[O:52])=[CH:49][CH:48]=2)[CH2:38][CH2:37][CH2:36]1.[Li+].[OH-]. Product: [CH3:29][O:30][C:31]1[CH:32]=[C:33]([CH:57]=[C:58]([O:60][CH3:61])[CH:59]=1)[CH2:34][N:35]1[C:44]2[C:39](=[CH:40][CH:41]=[CH:42][C:43]=2[CH2:45][CH2:46][C:47]2[CH:56]=[CH:55][C:50]([C:51]([OH:53])=[O:52])=[CH:49][CH:48]=2)[CH2:38][CH2:37][CH2:36]1. The catalyst class is: 12. (3) Reactant: C([C:8]1[NH:9][CH:10]=[CH:11][N:12]=1)([C:8]1[NH:9][CH:10]=[CH:11][N:12]=1)=O.[Cl:13][C:14]1[CH:33]=[CH:32][CH:31]=[C:30]([Cl:34])[C:15]=1[CH2:16][C:17]1[N:22]=[C:21]([C:23]2[S:27][C:26]([NH2:28])=[N:25][C:24]=2[CH3:29])[CH:20]=[CH:19][N:18]=1.CN([CH:38]=[O:39])C. Product: [Cl:13][C:14]1[CH:33]=[CH:32][CH:31]=[C:30]([Cl:34])[C:15]=1[CH2:16][C:17]1[N:22]=[C:21]([C:23]2[S:27][C:26]([NH:28][C:38]([N:9]3[CH:10]=[CH:11][N:12]=[CH:8]3)=[O:39])=[N:25][C:24]=2[CH3:29])[CH:20]=[CH:19][N:18]=1. The catalyst class is: 66. (4) Reactant: N1C=CC=C[CH:2]=1.[O:7]=[C:8]1[C:17]([C:18]([OH:20])=[O:19])=[CH:16][C:15]2[C:14](=O)[CH2:13][CH2:12][CH2:11][C:10]=2[N:9]1[C:22]1[CH:27]=[CH:26][CH:25]=[CH:24][CH:23]=1.Cl.[NH2:29][OH:30]. Product: [OH:30]/[N:29]=[C:14]1/[C:15]2[C:16]([CH3:2])=[C:17]([C:18]([OH:20])=[O:19])[C:8](=[O:7])[N:9]([C:22]3[CH:23]=[CH:24][CH:25]=[CH:26][CH:27]=3)[C:10]=2[CH2:11][CH2:12][CH2:13]/1. The catalyst class is: 13. (5) Reactant: [Cl:1][C:2]1[CH:3]=[CH:4][C:5]([OH:17])=[C:6]([CH2:8][CH2:9][CH2:10][NH:11][CH2:12][CH2:13][C:14]([O-:16])=[O:15])[CH:7]=1.[C:18]([O-])([O-])=O.[K+].[K+].[Cl:24][C:25]1[C:26](F)=[CH:27][C:28]([F:47])=[C:29]([S:31]([N:34]([C:42]2[N:43]=[CH:44][S:45][CH:46]=2)[C:35](=[O:41])[O:36][C:37]([CH3:40])([CH3:39])[CH3:38])(=[O:33])=[O:32])[CH:30]=1.O. The catalyst class is: 3. Product: [C:37]([O:36][C:35]([N:34]([C:42]1[N:43]=[CH:44][S:45][CH:46]=1)[S:31]([C:29]1[C:28]([F:47])=[CH:27][C:26]([O:17][C:5]2[CH:4]=[CH:3][C:2]([Cl:1])=[CH:7][C:6]=2[CH2:8][CH2:9][CH2:10][NH:11][CH2:12][CH2:13][C:14]([O:16][CH3:18])=[O:15])=[C:25]([Cl:24])[CH:30]=1)(=[O:33])=[O:32])=[O:41])([CH3:40])([CH3:39])[CH3:38]. (6) Reactant: [Br:1][CH2:2][CH2:3][CH2:4][C:5]([OH:7])=[O:6].OS(O)(=O)=O.[CH3:13][CH:14](O)[CH3:15]. Product: [Br:1][CH2:2][CH2:3][CH2:4][C:5]([O:7][CH:14]([CH3:15])[CH3:13])=[O:6]. The catalyst class is: 28. (7) Reactant: [NH:1]1[C:9]2[C:4](=[CH:5][CH:6]=[CH:7][CH:8]=2)[C:3]([C:10](=[O:12])[CH3:11])=[N:2]1.C(=O)([O-])[O-].[K+].[K+].Br[CH2:20][C:21]([O:23][C:24]([CH3:27])([CH3:26])[CH3:25])=[O:22]. Product: [C:10]([C:3]1[C:4]2[C:9](=[CH:8][CH:7]=[CH:6][CH:5]=2)[N:1]([CH2:20][C:21]([O:23][C:24]([CH3:27])([CH3:26])[CH3:25])=[O:22])[N:2]=1)(=[O:12])[CH3:11]. The catalyst class is: 23. (8) Reactant: C(OC(=O)[NH:7][C:8]1[CH:13]=[C:12]([N:14]([CH2:16][CH:17]([CH3:19])[CH3:18])[CH3:15])[C:11]([C:20]([F:23])([F:22])[F:21])=[CH:10][C:9]=1[NH:24][C:25](=[O:48])[CH2:26][C:27](=O)[C:28]1[CH:33]=[CH:32][CH:31]=[C:30]([N:34]2[C:38]([CH2:39][O:40]C3CCCCO3)=[CH:37][N:36]=[N:35]2)[CH:29]=1)(C)(C)C.C(O)(C(F)(F)F)=O. Product: [OH:40][CH2:39][C:38]1[N:34]([C:30]2[CH:29]=[C:28]([C:27]3[CH2:26][C:25](=[O:48])[NH:24][C:9]4[CH:10]=[C:11]([C:20]([F:23])([F:21])[F:22])[C:12]([N:14]([CH2:16][CH:17]([CH3:19])[CH3:18])[CH3:15])=[CH:13][C:8]=4[N:7]=3)[CH:33]=[CH:32][CH:31]=2)[N:35]=[N:36][CH:37]=1. The catalyst class is: 2.